From a dataset of Reaction yield outcomes from USPTO patents with 853,638 reactions. Predict the reaction yield, written as a fraction of the theoretical maximum amount of product (1.0 means a 100% yield; for example, 0.34 means a 34% yield). (1) The reactants are C[O:2][C:3](=O)[CH2:4][C:5]1[C:6](=[O:17])[N:7]([CH2:10][C:11]2[CH:16]=[CH:15][CH:14]=[CH:13][CH:12]=2)[CH2:8][CH:9]=1.CO.[NH2:21][O:22][K].C(O)(=O)C. The catalyst is CO.C(Cl)(Cl)Cl. The product is [CH2:10]([N:7]1[CH2:8][CH:9]=[C:5]([CH2:4][C:3]([NH:21][OH:22])=[O:2])[C:6]1=[O:17])[C:11]1[CH:16]=[CH:15][CH:14]=[CH:13][CH:12]=1. The yield is 0.480. (2) The reactants are [O-]P([O-])([O-])=O.[K+].[K+].[K+].[C@@H]1(N)CCCC[C@H]1N.I[C:18]1[CH:19]=[C:20]([CH3:25])[CH:21]=[C:22]([CH3:24])[CH:23]=1.[NH:26]1[CH2:30][CH2:29][CH2:28][C:27]1=[O:31].CCCCCCCCCCCC. The catalyst is [Cu]I.O1CCOCC1. The product is [CH3:24][C:22]1[CH:23]=[C:18]([N:26]2[CH2:30][CH2:29][CH2:28][C:27]2=[O:31])[CH:19]=[C:20]([CH3:25])[CH:21]=1. The yield is 0.990. (3) The product is [C:12]([N+:16]([O-:17])=[CH:9][CH2:8][O:7][C:2]1[CH:3]=[CH:4][CH:5]=[CH:6][N:1]=1)([CH3:15])([CH3:14])[CH3:13]. The reactants are [N:1]1[CH:6]=[CH:5][CH:4]=[CH:3][C:2]=1[O:7][CH2:8][CH:9]=O.Cl.[C:12]([NH:16][OH:17])([CH3:15])([CH3:14])[CH3:13]. The catalyst is CO. The yield is 0.185. (4) The reactants are Cl.[Br:2][C:3]1[CH:4]=[CH:5][C:6]([O:13][CH:14]2[CH2:18][CH2:17][CH2:16][CH2:15]2)=[C:7]([NH:9]C(=O)C)[CH:8]=1.[OH-].[Na+]. The catalyst is C(O)C. The product is [Br:2][C:3]1[CH:4]=[CH:5][C:6]([O:13][CH:14]2[CH2:18][CH2:17][CH2:16][CH2:15]2)=[C:7]([CH:8]=1)[NH2:9]. The yield is 1.00. (5) The reactants are [NH2:1][C:2]1[CH:19]=[CH:18][C:5]([O:6][C:7]2[C:12]3[N:13]=[CH:14][C:15](=[O:17])[NH:16][C:11]=3[N:10]=[CH:9][CH:8]=2)=[CH:4][C:3]=1[S:20][CH3:21].[Cl:22][C:23]1[CH:28]=[CH:27][C:26]([N:29]=[C:30]=[O:31])=[CH:25][C:24]=1[C:32]([F:35])([F:34])[F:33]. No catalyst specified. The product is [Cl:22][C:23]1[CH:28]=[CH:27][C:26]([NH:29][C:30]([NH:1][C:2]2[CH:19]=[CH:18][C:5]([O:6][C:7]3[C:12]4[N:13]=[CH:14][C:15](=[O:17])[NH:16][C:11]=4[N:10]=[CH:9][CH:8]=3)=[CH:4][C:3]=2[S:20][CH3:21])=[O:31])=[CH:25][C:24]=1[C:32]([F:33])([F:34])[F:35]. The yield is 0.920. (6) The reactants are [CH2:1]([O:8][C:9](=[O:26])[C:10]1[CH:15]=[C:14]([CH:16]=O)[CH:13]=[CH:12][C:11]=1[O:18][CH2:19][C:20]1[CH:25]=[CH:24][CH:23]=[CH:22][CH:21]=1)[C:2]1[CH:7]=[CH:6][CH:5]=[CH:4][CH:3]=1.Cl.NO.C[N:31]1CCCC1=O.Cl. The catalyst is O. The product is [CH2:1]([O:8][C:9](=[O:26])[C:10]1[CH:15]=[C:14]([C:16]#[N:31])[CH:13]=[CH:12][C:11]=1[O:18][CH2:19][C:20]1[CH:25]=[CH:24][CH:23]=[CH:22][CH:21]=1)[C:2]1[CH:7]=[CH:6][CH:5]=[CH:4][CH:3]=1. The yield is 0.767. (7) The reactants are [CH3:1][N:2]([C:13]1[CH:24]=[C:23]2[C:25]3[C:19]([CH3:26])([CH2:20][CH2:21][CH2:22]2)[CH2:18][CH2:17][CH2:16][C:15]=3[CH:14]=1)[C:3]1[CH:12]=[CH:11][C:6]([C:7]([O:9]C)=[O:8])=[CH:5][CH:4]=1.[OH-].[Na+].Cl. The catalyst is C(O)C. The product is [CH3:1][N:2]([C:13]1[CH:24]=[C:23]2[C:25]3[C:19]([CH3:26])([CH2:20][CH2:21][CH2:22]2)[CH2:18][CH2:17][CH2:16][C:15]=3[CH:14]=1)[C:3]1[CH:4]=[CH:5][C:6]([C:7]([OH:9])=[O:8])=[CH:11][CH:12]=1. The yield is 0.900.